Dataset: CYP2C9 inhibition data for predicting drug metabolism from PubChem BioAssay. Task: Regression/Classification. Given a drug SMILES string, predict its absorption, distribution, metabolism, or excretion properties. Task type varies by dataset: regression for continuous measurements (e.g., permeability, clearance, half-life) or binary classification for categorical outcomes (e.g., BBB penetration, CYP inhibition). Dataset: cyp2c9_veith. The molecule is COc1cccc(Cn2c(=O)c(C)nc3cnc(N4CCNCC4)nc32)c1. The result is 0 (non-inhibitor).